From a dataset of Human liver microsome stability data. Regression/Classification. Given a drug SMILES string, predict its absorption, distribution, metabolism, or excretion properties. Task type varies by dataset: regression for continuous measurements (e.g., permeability, clearance, half-life) or binary classification for categorical outcomes (e.g., BBB penetration, CYP inhibition). Dataset: hlm. The drug is CCCCCCCSc1nc2cc(OC)ccc2[nH]1. The result is 1 (stable in human liver microsomes).